This data is from Reaction yield outcomes from USPTO patents with 853,638 reactions. The task is: Predict the reaction yield, written as a fraction of the theoretical maximum amount of product (1.0 means a 100% yield; for example, 0.34 means a 34% yield). (1) The reactants are [CH2:1]([S:3]([C:6]1[CH:7]=[C:8]([C:12]2[C:17]3[C:18]4[CH:24]=[C:23]([CH3:25])[CH:22]=[N:21][C:19]=4[NH:20][C:16]=3[C:15](=O)[NH:14][CH:13]=2)[CH:9]=[CH:10][CH:11]=1)(=[O:5])=[O:4])[CH3:2].CN(C)C1C=CC=CC=1.O=P(Cl)(Cl)[Cl:38]. No catalyst specified. The product is [Cl:38][C:15]1[C:16]2[NH:20][C:19]3[N:21]=[CH:22][C:23]([CH3:25])=[CH:24][C:18]=3[C:17]=2[C:12]([C:8]2[CH:9]=[CH:10][CH:11]=[C:6]([S:3]([CH2:1][CH3:2])(=[O:5])=[O:4])[CH:7]=2)=[CH:13][N:14]=1. The yield is 0.690. (2) The reactants are Br[C:2]1[CH:3]=[C:4]([C:8]([N:10]=[S:11]([CH2:19][C:20]([O:22][CH2:23][CH3:24])=[O:21])([C:13]2[CH:18]=[CH:17][CH:16]=[CH:15][CH:14]=2)=[O:12])=[O:9])[CH:5]=[N:6][CH:7]=1.[OH:25][C:26]1[CH:27]=[C:28]([C:32]#[CH:33])[CH:29]=[CH:30][CH:31]=1.C(N(CC)CC)C. The catalyst is CN(C=O)C.C1(P(C2C=CC=CC=2)C2C=CC=CC=2)C=CC=CC=1. The product is [OH:25][C:26]1[CH:27]=[C:28]([C:32]#[C:33][C:2]2[CH:3]=[C:4]([C:8]([N:10]=[S@:11]([CH2:19][C:20]([O:22][CH2:23][CH3:24])=[O:21])([C:13]3[CH:18]=[CH:17][CH:16]=[CH:15][CH:14]=3)=[O:12])=[O:9])[CH:5]=[N:6][CH:7]=2)[CH:29]=[CH:30][CH:31]=1. The yield is 0.940. (3) The reactants are [CH3:1][C:2]1([CH3:26])[C:14]2[CH:13]=[C:12]([NH:15][C:16]3[CH:21]=[CH:20][CH:19]=[CH:18][C:17]=3[C:22](O)([CH3:24])[CH3:23])[CH:11]=[CH:10][C:9]=2[C:8]2[C:3]1=[CH:4][CH:5]=[CH:6][CH:7]=2.P(=O)(O)(O)O.C1(C)C=CC=CC=1. The catalyst is O. The product is [CH3:1][C:2]1([CH3:26])[C:14]2[C:9](=[CH:10][C:11]3[C:22]([CH3:24])([CH3:23])[C:17]4[CH:18]=[CH:19][CH:20]=[CH:21][C:16]=4[NH:15][C:12]=3[CH:13]=2)[C:8]2[C:3]1=[CH:4][CH:5]=[CH:6][CH:7]=2. The yield is 0.890. (4) The reactants are C1(C)C=CC=CC=1.O1CCCC1.[NH2:13][C:14]1[C:22]2[C:17](=[CH:18][CH:19]=[C:20]([C:23]3[C:28]([Cl:29])=[CH:27][CH:26]=[CH:25][N:24]=3)[CH:21]=2)[N:16](C(OC(C)(C)C)=O)[N:15]=1.[CH2:37]([N:39]=[C:40]=[O:41])[CH3:38]. The catalyst is C(N(CC)CC)C. The product is [Cl:29][C:28]1[C:23]([C:20]2[CH:21]=[C:22]3[C:17](=[CH:18][CH:19]=2)[NH:16][N:15]=[C:14]3[NH:13][C:40]([NH:39][CH2:37][CH3:38])=[O:41])=[N:24][CH:25]=[CH:26][CH:27]=1. The yield is 0.450. (5) The reactants are F[P-](F)(F)(F)(F)F.N1(O[P+](N(C)C)(N(C)C)N(C)C)C2C=CC=CC=2N=N1.[Cl-].FC(F)(F)C(O)=O.[NH2:36][C:37]1[CH:38]=[C:39]2[C:43](=[CH:44][CH:45]=1)[NH:42][C:41]([C:46]([NH:48][CH2:49][C:50]1[CH:55]=[CH:54][C:53]([Cl:56])=[C:52]([O:57][C:58]3[CH:63]=[C:62]([C:64]#[N:65])[CH:61]=[C:60]([Cl:66])[CH:59]=3)[C:51]=1[F:67])=[O:47])=[CH:40]2.[CH3:68][C:69]([O:72][CH2:73][CH2:74][C:75](O)=[O:76])([CH3:71])[CH3:70].C(N(C(C)C)CC)(C)C. The catalyst is CN(C=O)C. The product is [Cl:56][C:53]1[CH:54]=[CH:55][C:50]([CH2:49][NH:48][C:46]([C:41]2[NH:42][C:43]3[C:39]([CH:40]=2)=[CH:38][C:37]([NH:36][C:75](=[O:76])[CH2:74][CH2:73][O:72][C:69]([CH3:71])([CH3:70])[CH3:68])=[CH:45][CH:44]=3)=[O:47])=[C:51]([F:67])[C:52]=1[O:57][C:58]1[CH:63]=[C:62]([C:64]#[N:65])[CH:61]=[C:60]([Cl:66])[CH:59]=1. The yield is 0.580. (6) The reactants are [NH2:1][C@@H:2]1[C:10]2[C:5](=[CH:6][CH:7]=[CH:8][CH:9]=2)[CH2:4][C@H:3]1[OH:11].[C:12]1(=O)[O:17][C:15](=[O:16])[C:14]2=[CH:18][CH:19]=[CH:20][CH:21]=[C:13]12.C(N(CC)C(C)C)(C)C. The catalyst is C1(C)C=CC=CC=1. The product is [OH:11][C@@H:3]1[CH2:4][C:5]2[C:10](=[CH:9][CH:8]=[CH:7][CH:6]=2)[C@H:2]1[N:1]1[C:15](=[O:16])[C:14]2[C:13](=[CH:21][CH:20]=[CH:19][CH:18]=2)[C:12]1=[O:17]. The yield is 0.970.